From a dataset of Forward reaction prediction with 1.9M reactions from USPTO patents (1976-2016). Predict the product of the given reaction. (1) The product is: [S:3]1[C:4]2[CH:10]=[CH:9][CH:8]=[CH:7][C:5]=2[NH:6][C:2]1=[CH:1][C:19](=[O:18])[C:20]([F:23])([F:22])[F:21]. Given the reactants [CH3:1][C:2]1[S:3][C:4]2[CH:10]=[CH:9][CH:8]=[CH:7][C:5]=2[N:6]=1.C([Li])CCC.C([O:18][C:19](=O)[C:20]([F:23])([F:22])[F:21])C.C([O-])(O)=O.[Na+], predict the reaction product. (2) Given the reactants Br[C:2]1[CH:3]=[CH:4][C:5]2[CH2:11][CH2:10][CH2:9][CH2:8][NH:7][C:6]=2[CH:12]=1.[Cl:13][C:14]1[CH:15]=[CH:16][C:17]([O:24][CH3:25])=[C:18]([S:20](Cl)(=[O:22])=[O:21])[CH:19]=1, predict the reaction product. The product is: [Cl:13][C:14]1[CH:15]=[CH:16][C:17]([O:24][CH3:25])=[C:18]([S:20]([N:7]2[CH2:8][CH2:9][CH2:10][CH2:11][C:5]3[CH:4]=[CH:3][CH:2]=[CH:12][C:6]2=3)(=[O:21])=[O:22])[CH:19]=1. (3) Given the reactants [OH:1][C@@H:2]1[C:10]2[C:5](=[CH:6][CH:7]=[CH:8][CH:9]=2)[CH2:4][C@@:3]1([CH2:20][C:21]1[CH:30]=[CH:29][C:24]([C:25]([O:27][CH3:28])=[O:26])=[CH:23][CH:22]=1)[C:11]1[CH2:12][C:13]2[C:18]([CH:19]=1)=[CH:17][CH:16]=[CH:15][CH:14]=2.C1CCC(N=C=NC2CCCCC2)CC1.C([NH:63][C@H:64]([C:69](O)=[O:70])[CH2:65][CH:66]([CH3:68])[CH3:67])(OCC1C2C(=CC=CC=2)C2C1=CC=CC=2)=O, predict the reaction product. The product is: [NH2:63][C@@H:64]([CH2:65][CH:66]([CH3:68])[CH3:67])[C:69]([O:1][C@@H:2]1[C:10]2[C:5](=[CH:6][CH:7]=[CH:8][CH:9]=2)[CH2:4][C@@:3]1([CH2:20][C:21]1[CH:30]=[CH:29][C:24]([C:25]([O:27][CH3:28])=[O:26])=[CH:23][CH:22]=1)[C:11]1[CH2:12][C:13]2[C:18]([CH:19]=1)=[CH:17][CH:16]=[CH:15][CH:14]=2)=[O:70]. (4) Given the reactants [CH3:1][O:2][C:3]1[C:4](=[O:37])[C:5]([CH3:36])=[C:6]([CH2:12][C:13]2[C:14]([O:32]C(=O)C)=[C:15]([CH:29]=[CH:30][CH:31]=2)[C:16]([NH:18][C:19]2[CH:24]=[CH:23][C:22]([C:25]([F:28])([F:27])[F:26])=[CH:21][CH:20]=2)=[O:17])[C:7](=[O:11])[C:8]=1[O:9][CH3:10].C(=O)([O-])O.[Na+], predict the reaction product. The product is: [CH3:1][O:2][C:3]1[C:4](=[O:37])[C:5]([CH3:36])=[C:6]([CH2:12][C:13]2[C:14]([OH:32])=[C:15]([CH:29]=[CH:30][CH:31]=2)[C:16]([NH:18][C:19]2[CH:24]=[CH:23][C:22]([C:25]([F:26])([F:28])[F:27])=[CH:21][CH:20]=2)=[O:17])[C:7](=[O:11])[C:8]=1[O:9][CH3:10].